This data is from Merck oncology drug combination screen with 23,052 pairs across 39 cell lines. The task is: Regression. Given two drug SMILES strings and cell line genomic features, predict the synergy score measuring deviation from expected non-interaction effect. Drug 1: COc1cc(C2c3cc4c(cc3C(OC3OC5COC(C)OC5C(O)C3O)C3COC(=O)C23)OCO4)cc(OC)c1O. Drug 2: COC1CC2CCC(C)C(O)(O2)C(=O)C(=O)N2CCCCC2C(=O)OC(C(C)CC2CCC(OP(C)(C)=O)C(OC)C2)CC(=O)C(C)C=C(C)C(O)C(OC)C(=O)C(C)CC(C)C=CC=CC=C1C. Cell line: NCIH460. Synergy scores: synergy=9.25.